This data is from Reaction yield outcomes from USPTO patents with 853,638 reactions. The task is: Predict the reaction yield, written as a fraction of the theoretical maximum amount of product (1.0 means a 100% yield; for example, 0.34 means a 34% yield). (1) The reactants are [CH3:1][NH:2][C:3]([N:5]1[C:13]2[C:8](=[CH:9][C:10]([O:14][C:15]3[CH:20]=[CH:19][N:18]=[C:17]([N:21](C(OC4C=CC=CC=4)=O)[C:22](=O)[O:23]C4C=CC=CC=4)[CH:16]=3)=[CH:11][CH:12]=2)[CH:7]=[CH:6]1)=[O:4].[OH-].[Na+].Cl.[O:43]=[S:44]1(=[O:50])[CH2:49][CH2:48][NH:47][CH2:46][CH2:45]1. The catalyst is CN(C)C=O. The product is [CH3:1][NH:2][C:3]([N:5]1[C:13]2[C:8](=[CH:9][C:10]([O:14][C:15]3[CH:20]=[CH:19][N:18]=[C:17]([NH:21][C:22]([N:47]4[CH2:48][CH2:49][S:44](=[O:50])(=[O:43])[CH2:45][CH2:46]4)=[O:23])[CH:16]=3)=[CH:11][CH:12]=2)[CH:7]=[CH:6]1)=[O:4]. The yield is 0.785. (2) The reactants are [N+:1]([C:4]1[CH:9]=[C:8]([C:10]([F:13])([F:12])[F:11])[CH:7]=[CH:6][C:5]=1[OH:14])([O-])=O. The catalyst is CO.[Pd]. The product is [NH2:1][C:4]1[CH:9]=[C:8]([C:10]([F:11])([F:12])[F:13])[CH:7]=[CH:6][C:5]=1[OH:14]. The yield is 1.00. (3) The reactants are I[C:2]1[CH:8]=[C:7]([N+:9]([O-:11])=[O:10])[CH:6]=[CH:5][C:3]=1[NH2:4].[C:12]([C:14]1[CH:19]=[CH:18][CH:17]=[CH:16][N:15]=1)#[CH:13]. The catalyst is CN(C=O)C.CCN(CC)CC.O.Cl[Pd](Cl)([P](C1C=CC=CC=1)(C1C=CC=CC=1)C1C=CC=CC=1)[P](C1C=CC=CC=1)(C1C=CC=CC=1)C1C=CC=CC=1.[Cu]I. The product is [N+:9]([C:7]1[CH:6]=[CH:5][C:3]([NH2:4])=[C:2]([C:13]#[C:12][C:14]2[CH:19]=[CH:18][CH:17]=[CH:16][N:15]=2)[CH:8]=1)([O-:11])=[O:10]. The yield is 0.600. (4) The reactants are [C:1](Cl)(=O)C(Cl)=O.[CH2:7]([C@:14]1([CH2:20][C:21]([OH:23])=[O:22])[CH2:18][CH2:17][C@@H:16]([CH3:19])[CH2:15]1)[C:8]1[CH:13]=[CH:12][CH:11]=[CH:10][CH:9]=1.CN(C)C=O.C(N([CH:35]([CH3:37])[CH3:36])CC)(C)C. The catalyst is ClCCl.C(OCC)(=O)C. The product is [C:35]([O:22][C:21](=[O:23])[CH2:20][C@@:14]1([CH2:7][C:8]2[CH:13]=[CH:12][CH:11]=[CH:10][CH:9]=2)[CH2:18][CH2:17][C@@H:16]([CH3:19])[CH2:15]1)([CH3:37])([CH3:1])[CH3:36]. The yield is 0.880. (5) The reactants are [CH2:1]([N:3]([C:10]1[CH:11]=[N:12][O:13][C:14]=1[CH3:15])[C:4](=[O:9])[C:5]([F:8])([F:7])[F:6])[CH3:2]. The catalyst is [Pd]. The product is [NH2:12]/[CH:11]=[C:10](\[N:3]([CH2:1][CH3:2])[C:4](=[O:9])[C:5]([F:7])([F:8])[F:6])/[C:14](=[O:13])[CH3:15]. The yield is 0.640. (6) The reactants are [CH:1]1[C:13]2[NH:12][C:11]3[C:6](=[CH:7][CH:8]=[CH:9][CH:10]=3)[C:5]=2[CH:4]=[CH:3][C:2]=1[OH:14].[C:15](Cl)(=[O:17])[CH3:16]. The catalyst is CN(C=O)C.C(Cl)Cl. The product is [C:15]([O:14][C:2]1[CH:3]=[CH:4][C:5]2[C:6]3[C:11](=[CH:10][CH:9]=[CH:8][CH:7]=3)[NH:12][C:13]=2[CH:1]=1)(=[O:17])[CH3:16]. The yield is 0.710. (7) The reactants are [NH2:1][C:2]1[CH:11]=[C:10]2[C:5]([C:6](=[O:12])[NH:7][CH:8]=[N:9]2)=[CH:4][CH:3]=1.[C:13]([O:17][C:18]([N:20]([CH3:34])[CH2:21][CH2:22][CH:23]([C:27]1[CH:32]=[CH:31][C:30]([Cl:33])=[CH:29][CH:28]=1)[C:24]([O-])=[O:25])=[O:19])([CH3:16])([CH3:15])[CH3:14].[Na+]. The catalyst is C(OCC)(=O)C. The product is [C:13]([O:17][C:18](=[O:19])[N:20]([CH2:21][CH2:22][CH:23]([C:27]1[CH:28]=[CH:29][C:30]([Cl:33])=[CH:31][CH:32]=1)[C:24](=[O:25])[NH:1][C:2]1[CH:11]=[C:10]2[C:5]([C:6](=[O:12])[NH:7][CH:8]=[N:9]2)=[CH:4][CH:3]=1)[CH3:34])([CH3:16])([CH3:14])[CH3:15]. The yield is 0.0400. (8) The reactants are C[O:2][C:3]1[CH:8]=[CH:7][C:6]([C:9]2[CH:14]=[CH:13][CH:12]=[C:11]([N+:15]([O-:17])=[O:16])[C:10]=2[CH3:18])=[CH:5][N:4]=1.Cl.N1C=CC=CC=1. No catalyst specified. The product is [CH3:18][C:10]1[C:11]([N+:15]([O-:17])=[O:16])=[CH:12][CH:13]=[CH:14][C:9]=1[C:6]1[CH:7]=[CH:8][C:3](=[O:2])[NH:4][CH:5]=1. The yield is 0.990.